This data is from Reaction yield outcomes from USPTO patents with 853,638 reactions. The task is: Predict the reaction yield, written as a fraction of the theoretical maximum amount of product (1.0 means a 100% yield; for example, 0.34 means a 34% yield). (1) The reactants are [Br:1][C:2]1[CH:7]=[CH:6][C:5]([NH:8][C:9]2[C:10]([C:18](O)=[O:19])=[CH:11][N:12]([CH3:17])[C:13](=[O:16])[C:14]=2[F:15])=[C:4]([F:21])[CH:3]=1.CCN=C=NCCCN(C)C.C1C=CC2N(O)[N:40]=[N:39]C=2C=1.NN.CCN(CC)CC. The catalyst is CN(C=O)C.CCOC(C)=O. The product is [Br:1][C:2]1[CH:7]=[CH:6][C:5]([NH:8][C:9]2[C:10]([C:18]([NH:39][NH2:40])=[O:19])=[CH:11][N:12]([CH3:17])[C:13](=[O:16])[C:14]=2[F:15])=[C:4]([F:21])[CH:3]=1. The yield is 0.890. (2) The reactants are [C:1]([C:3]1[CH:4]=[C:5]([CH:10]=[CH:11][C:12]=1[OH:13])[C:6]([O:8][CH3:9])=[O:7])#[N:2].ClN1C(=O)[CH2:18][CH2:17][C:16]1=O. The catalyst is C(#N)C. The product is [C:1]([C:3]1[CH:4]=[C:5]([CH:10]=[CH:11][C:12]=1[O:13][CH:17]([CH3:18])[CH3:16])[C:6]([O:8][CH3:9])=[O:7])#[N:2]. The yield is 0.290.